This data is from Catalyst prediction with 721,799 reactions and 888 catalyst types from USPTO. The task is: Predict which catalyst facilitates the given reaction. (1) Reactant: [BH4-].[Na+].[CH3:3][C:4]1[N:5]=[C:6]2[CH:11]=[CH:10][CH:9]=[CH:8][N:7]2[C:12]=1[CH:13]=[O:14]. The catalyst class is: 5. Product: [CH3:3][C:4]1[N:5]=[C:6]2[CH:11]=[CH:10][CH:9]=[CH:8][N:7]2[C:12]=1[CH2:13][OH:14]. (2) Reactant: [Cl:1][C:2]1[C:7]([CH3:8])=[CH:6][C:5]([OH:9])=[C:4]([CH:10]([CH3:12])[CH3:11])[CH:3]=1.C(=O)([O-])[O-].[K+].[K+].[CH2:19](Br)[CH:20]=[CH2:21].C(OCC=C)C=C. Product: [CH2:21]([C:6]1[C:7]([CH3:8])=[C:2]([Cl:1])[CH:3]=[C:4]([CH:10]([CH3:12])[CH3:11])[C:5]=1[OH:9])[CH:20]=[CH2:19]. The catalyst class is: 728. (3) Reactant: [Li+].[OH-].[N:3]1[CH:8]=[CH:7][CH:6]=[CH:5][C:4]=1[NH:9][CH2:10][CH2:11][CH2:12][O:13][C:14]1[CH:35]=[CH:34][C:17]2[CH2:18][CH:19]([CH2:29][C:30]([O:32]C)=[O:31])[C:20](=[O:28])[N:21]([CH2:23][C:24]([F:27])([F:26])[F:25])[CH2:22][C:16]=2[CH:15]=1. Product: [O:28]=[C:20]1[CH:19]([CH2:29][C:30]([OH:32])=[O:31])[CH2:18][C:17]2[CH:34]=[CH:35][C:14]([O:13][CH2:12][CH2:11][CH2:10][NH:9][C:4]3[CH:5]=[CH:6][CH:7]=[CH:8][N:3]=3)=[CH:15][C:16]=2[CH2:22][N:21]1[CH2:23][C:24]([F:27])([F:25])[F:26]. The catalyst class is: 20. (4) Reactant: [CH3:1][O:2][C:3](=[O:16])[C:4](=O)[CH:5]=[CH:6][C:7]1[CH:12]=[CH:11][C:10]([Br:13])=[CH:9][C:8]=1[F:14].Cl.[Cl:18][C:19]1[CH:24]=[CH:23][CH:22]=[CH:21][C:20]=1[NH:25][NH2:26]. Product: [CH3:1][O:2][C:3]([C:4]1[CH2:5][CH:6]([C:7]2[CH:12]=[CH:11][C:10]([Br:13])=[CH:9][C:8]=2[F:14])[N:25]([C:20]2[CH:21]=[CH:22][CH:23]=[CH:24][C:19]=2[Cl:18])[N:26]=1)=[O:16]. The catalyst class is: 15. (5) Reactant: [CH3:1][C@:2]1([C:25]2[CH:30]=[CH:29][CH:28]=[CH:27][CH:26]=2)[C:11]2[C:6]3=[C:7]([C@:15]([CH3:24])([C:18]4[CH:23]=[CH:22][CH:21]=[CH:20][CH:19]=4)[CH2:16][CH2:17][N:5]3[CH2:4][CH2:3]1)[CH:8]=[C:9]([N+:12]([O-])=O)[CH:10]=2.C(N(CC)CC)C.Cl[C:39]([O:41][CH3:42])=[O:40]. Product: [CH3:1][C@:2]1([C:25]2[CH:30]=[CH:29][CH:28]=[CH:27][CH:26]=2)[C:11]2[C:6]3=[C:7]([C@:15]([CH3:24])([C:18]4[CH:23]=[CH:22][CH:21]=[CH:20][CH:19]=4)[CH2:16][CH2:17][N:5]3[CH2:4][CH2:3]1)[CH:8]=[C:9]([NH:12][C:39](=[O:40])[O:41][CH3:42])[CH:10]=2. The catalyst class is: 4.